From a dataset of Catalyst prediction with 721,799 reactions and 888 catalyst types from USPTO. Predict which catalyst facilitates the given reaction. (1) The catalyst class is: 22. Product: [CH2:1]([N:8]1[C@H:12]2[CH2:13][S:14][C:15](=[O:16])[C@H:11]2[N:10]([CH2:17][C:18]2[CH:19]=[CH:20][CH:21]=[CH:22][CH:23]=2)[C:9]1=[O:24])[C:2]1[CH:7]=[CH:6][CH:5]=[CH:4][CH:3]=1. Reactant: [CH2:1]([N:8]1[C@H:12]2[CH2:13][S:14][C:15](=[O:16])[C@@H:11]2[N:10]([CH2:17][C:18]2[CH:23]=[CH:22][CH:21]=[CH:20][CH:19]=2)[C:9]1=[O:24])[C:2]1[CH:7]=[CH:6][CH:5]=[CH:4][CH:3]=1.N1C=CC=CC=1. (2) Reactant: [H-].[Na+].[C:3]([O:11][CH2:12][CH3:13])(=[O:10])[CH2:4][C:5]([O:7][CH2:8][CH3:9])=[O:6].[CH:14]([N:27]1[CH2:30][CH:29](S(C2C=CC(C)=CC=2)(=O)=O)[CH2:28]1)([C:21]1[CH:26]=[CH:25][CH:24]=[CH:23][CH:22]=1)[C:15]1[CH:20]=[CH:19][CH:18]=[CH:17][CH:16]=1. Product: [CH2:12]([O:11][C:3](=[O:10])[CH:4]([CH:29]1[CH2:30][N:27]([CH:14]([C:15]2[CH:20]=[CH:19][CH:18]=[CH:17][CH:16]=2)[C:21]2[CH:26]=[CH:25][CH:24]=[CH:23][CH:22]=2)[CH2:28]1)[C:5]([O:7][CH2:8][CH3:9])=[O:6])[CH3:13]. The catalyst class is: 9. (3) Reactant: C[O:2][C:3]([CH:5]1[CH2:8][CH2:7][N:6]1[C:9]([O:11][C:12]([CH3:15])([CH3:14])[CH3:13])=[O:10])=[O:4].O.[OH-].[Li+]. Product: [C:12]([O:11][C:9]([N:6]1[CH2:7][CH2:8][CH:5]1[C:3]([OH:4])=[O:2])=[O:10])([CH3:15])([CH3:13])[CH3:14]. The catalyst class is: 127.